Dataset: Full USPTO retrosynthesis dataset with 1.9M reactions from patents (1976-2016). Task: Predict the reactants needed to synthesize the given product. (1) Given the product [CH3:20][O:21][C:22]([C:24]1([C:28]2[CH:29]=[CH:30][C:31]([NH:34][C:8]3[N:7]=[C:6]([NH:5][C:1]([CH3:4])([CH3:3])[CH3:2])[C:11]([F:12])=[C:10]([C:13]4[CH:18]=[CH:17][CH:16]=[CH:15][CH:14]=4)[N:9]=3)=[CH:32][CH:33]=2)[CH2:25][CH2:26][CH2:27]1)=[O:23], predict the reactants needed to synthesize it. The reactants are: [C:1]([NH:5][C:6]1[C:11]([F:12])=[C:10]([C:13]2[CH:18]=[CH:17][CH:16]=[CH:15][CH:14]=2)[N:9]=[C:8](Cl)[N:7]=1)([CH3:4])([CH3:3])[CH3:2].[CH3:20][O:21][C:22]([C:24]1([C:28]2[CH:33]=[CH:32][C:31]([NH2:34])=[CH:30][CH:29]=2)[CH2:27][CH2:26][CH2:25]1)=[O:23]. (2) Given the product [Cl:25][C:2]1[C:7]([C:8]#[N:9])=[CH:6][N:5]=[C:4]2[C:10]3[CH:16]=[CH:15][CH:14]=[CH:13][C:11]=3[S:12][C:3]=12, predict the reactants needed to synthesize it. The reactants are: O[C:2]1[C:7]([C:8]#[N:9])=[CH:6][N:5]=[C:4]2[C:10]3[CH:16]=[CH:15][CH:14]=[CH:13][C:11]=3[S:12][C:3]=12.CCCCCC.P(Cl)(Cl)([Cl:25])=O. (3) Given the product [OH:21][C:4]1[C:5]([C:12]([NH:14][CH2:15][C:16]([OH:18])=[O:17])=[O:13])=[C:6]2[C:11](=[C:2]([C:29]3[CH:28]=[CH:27][CH:26]=[C:25]([N+:22]([O-:24])=[O:23])[CH:30]=3)[CH:3]=1)[N:10]=[CH:9][CH:8]=[N:7]2, predict the reactants needed to synthesize it. The reactants are: Br[C:2]1[CH:3]=[C:4]([OH:21])[C:5]([C:12]([NH:14][CH2:15][C:16]([O:18]CC)=[O:17])=[O:13])=[C:6]2[C:11]=1[N:10]=[CH:9][CH:8]=[N:7]2.[N+:22]([C:25]1[CH:26]=[C:27](B(O)O)[CH:28]=[CH:29][CH:30]=1)([O-:24])=[O:23].C(=O)([O-])[O-].[K+].[K+].[OH-].[Na+]. (4) Given the product [N:1]1[CH:6]=[CH:5][CH:4]=[C:3]2[C:7](=[O:10])[CH2:8][CH2:9][C:2]=12, predict the reactants needed to synthesize it. The reactants are: [N:1]1[CH:6]=[CH:5][CH:4]=[C:3]2[CH2:7][CH2:8][CH2:9][C:2]=12.[OH:10]S(O)(=O)=O.[NH4+].[OH-]. (5) Given the product [CH3:25][O:26][CH2:27][CH2:28][O:29][C:3]1[CH:8]=[C:7]([CH3:9])[N:6]=[C:5]([NH:10][C:11]2[CH:16]=[CH:15][C:14]([N:17]3[CH:21]=[C:20]([CH3:22])[N:19]=[CH:18]3)=[C:13]([O:23][CH3:24])[CH:12]=2)[N:4]=1, predict the reactants needed to synthesize it. The reactants are: [Na].Cl[C:3]1[CH:8]=[C:7]([CH3:9])[N:6]=[C:5]([NH:10][C:11]2[CH:16]=[CH:15][C:14]([N:17]3[CH:21]=[C:20]([CH3:22])[N:19]=[CH:18]3)=[C:13]([O:23][CH3:24])[CH:12]=2)[N:4]=1.[CH3:25][O:26][CH2:27][CH2:28][OH:29]. (6) Given the product [Cl:1][C:2]1[CH:7]=[C:6]([C:8]([CH3:11])([CH3:10])[CH3:9])[CH:5]=[CH:4][N+:3]=1[O-:20], predict the reactants needed to synthesize it. The reactants are: [Cl:1][C:2]1[CH:7]=[C:6]([C:8]([CH3:11])([CH3:10])[CH3:9])[CH:5]=[CH:4][N:3]=1.C1C=C(Cl)C=C(C(OO)=[O:20])C=1.S(=O)(O)[O-].[Na+]. (7) Given the product [CH3:33][O:34][C:35]1[CH:36]=[C:37]([CH3:57])[C:38]([S:42]([N:45]2[CH2:50][CH2:49][CH2:48][CH2:47][C@H:46]2[CH2:51][O:52][CH2:53][C:54]([N:69]2[CH2:70][CH2:71][C:66]([O:65][CH2:64][CH2:63][N:58]3[CH2:62][CH2:61][CH2:60][CH2:59]3)([C:72]3[CH:77]=[CH:76][CH:75]=[C:74]([C:78]([F:80])([F:79])[F:81])[CH:73]=3)[CH2:67][CH2:68]2)=[O:56])(=[O:43])=[O:44])=[C:39]([CH3:41])[CH:40]=1, predict the reactants needed to synthesize it. The reactants are: C(N(C(C)C)CC)(C)C.CCN=C=NCCCN(C)C.Cl.Cl.C1C=CC2N(O)N=NC=2C=1.[CH3:33][O:34][C:35]1[CH:40]=[C:39]([CH3:41])[C:38]([S:42]([N:45]2[CH2:50][CH2:49][CH2:48][CH2:47][C@H:46]2[CH2:51][O:52][CH2:53][C:54]([OH:56])=O)(=[O:44])=[O:43])=[C:37]([CH3:57])[CH:36]=1.[N:58]1([CH2:63][CH2:64][O:65][C:66]2([C:72]3[CH:77]=[CH:76][CH:75]=[C:74]([C:78]([F:81])([F:80])[F:79])[CH:73]=3)[CH2:71][CH2:70][NH:69][CH2:68][CH2:67]2)[CH2:62][CH2:61][CH2:60][CH2:59]1. (8) Given the product [Si:34]([O:1][C@H:2]([C:24]1[CH:25]=[N:26][CH:27]=[CH:28][CH:29]=1)[CH2:3][N:4]([CH2:12][C@H:13]1[CH2:22][CH2:21][C:20]2[C:15](=[CH:16][CH:17]=[C:18]([I:23])[CH:19]=2)[O:14]1)[C:5](=[O:11])[O:6][C:7]([CH3:10])([CH3:8])[CH3:9])([C:31]([CH3:33])([CH3:32])[CH3:30])([CH3:36])[CH3:35], predict the reactants needed to synthesize it. The reactants are: [OH:1][C@H:2]([C:24]1[CH:25]=[N:26][CH:27]=[CH:28][CH:29]=1)[CH2:3][N:4]([CH2:12][C@H:13]1[CH2:22][CH2:21][C:20]2[C:15](=[CH:16][CH:17]=[C:18]([I:23])[CH:19]=2)[O:14]1)[C:5](=[O:11])[O:6][C:7]([CH3:10])([CH3:9])[CH3:8].[CH3:30][C:31]([Si:34](Cl)([CH3:36])[CH3:35])([CH3:33])[CH3:32].N1C=CN=C1.C([O-])(O)=O.[Na+]. (9) Given the product [C:1]([O:4][I:13]([O:17][C:14](=[O:16])[CH3:15])[C:9]1[CH:10]=[CH:11][CH:12]=[C:7]([Cl:6])[CH:8]=1)(=[O:3])[CH3:2], predict the reactants needed to synthesize it. The reactants are: [C:1]([O:4]O)(=[O:3])[CH3:2].[Cl:6][C:7]1[CH:8]=[C:9]([I:13])[CH:10]=[CH:11][CH:12]=1.[C:14]([OH:17])(=[O:16])[CH3:15]. (10) Given the product [F:8][C:9]1[CH:18]=[CH:17][C:16]2[NH:15][CH:14]([C:19]3[CH:24]=[CH:23][CH:22]=[C:21]([N:25]4[CH2:26][CH2:27][O:28][CH2:29][CH2:30]4)[CH:20]=3)[C:13]([CH3:31])([CH3:32])[CH2:12][C:11]=2[C:10]=1[C:33]([NH:7][S:4]([CH3:3])(=[O:6])=[O:5])=[O:34], predict the reactants needed to synthesize it. The reactants are: [H-].[Na+].[CH3:3][S:4]([NH2:7])(=[O:6])=[O:5].[F:8][C:9]1[CH:18]=[CH:17][C:16]2[NH:15][CH:14]([C:19]3[CH:24]=[CH:23][CH:22]=[C:21]([N:25]4[CH2:30][CH2:29][O:28][CH2:27][CH2:26]4)[CH:20]=3)[C:13]([CH3:32])([CH3:31])[CH2:12][C:11]=2[C:10]=1[C:33](O)=[O:34].C(N1C=CN=C1)(N1C=CN=C1)=O.